Dataset: Full USPTO retrosynthesis dataset with 1.9M reactions from patents (1976-2016). Task: Predict the reactants needed to synthesize the given product. (1) Given the product [O:42]=[C:41]1[CH2:40][CH2:45][CH2:46][CH2:47][N:43]1[CH2:44][CH2:48][O:7][C:6](=[O:8])[CH2:5][O:4][C:3]1[CH:9]=[CH:10][C:11]([CH2:13][CH2:14][C:15]([N:17]2[CH2:18][CH2:19][C:20]3([NH:24]/[C:23](=[N:25]/[C:26]([C:28]4[C:33]([NH2:34])=[N:32][C:31]([NH2:35])=[C:30]([Cl:36])[N:29]=4)=[O:27])/[NH:22][CH2:21]3)[CH2:37][CH2:38]2)=[O:16])=[CH:12][C:2]=1[Cl:1], predict the reactants needed to synthesize it. The reactants are: [Cl:1][C:2]1[CH:12]=[C:11]([CH2:13][CH2:14][C:15]([N:17]2[CH2:38][CH2:37][C:20]3([NH:24]/[C:23](=[N:25]/[C:26]([C:28]4[C:33]([NH2:34])=[N:32][C:31]([NH2:35])=[C:30]([Cl:36])[N:29]=4)=[O:27])/[NH:22][CH2:21]3)[CH2:19][CH2:18]2)=[O:16])[CH:10]=[CH:9][C:3]=1[O:4][CH2:5][C:6]([OH:8])=[O:7].O[CH2:40][C:41]([N:43]1[CH2:47][CH2:46][CH2:45][CH:44]1[C:48](F)(F)F)=[O:42].OCCN1CCCCC1=O. (2) The reactants are: CC([Si](C(C)C)([S:8][C:9]1[CH:10]=[C:11]([CH:23]=[CH:24][CH:25]=1)[O:12][CH2:13][CH2:14][C:15]1[N:20]=[C:19](CN)[CH:18]=[CH:17][CH:16]=1)C(C)C)C.[F-].[CH2:30]([N+:34](CCCC)(CCCC)CCCC)CCC.Br[CH2:48][C:49](=[O:57])[CH2:50][CH2:51][C:52]([O:54][CH2:55][CH3:56])=[O:53]. Given the product [CH3:30][NH:34][C:19]1[N:20]=[C:15]([CH2:14][CH2:13][O:12][C:11]2[CH:10]=[C:9]([S:8][CH2:48][C:49](=[O:57])[CH2:50][CH2:51][C:52]([O:54][CH2:55][CH3:56])=[O:53])[CH:25]=[CH:24][CH:23]=2)[CH:16]=[CH:17][CH:18]=1, predict the reactants needed to synthesize it. (3) The reactants are: [Br:1][C:2]1[N:11]=[C:10]([C:12]([O:14]C)=O)[C:9]([OH:16])=[C:8]2[C:3]=1[CH:4]=[CH:5][CH:6]=[N:7]2.[CH3:17][S:18]([C:21]1[CH:26]=[CH:25][CH:24]=[CH:23][C:22]=1[CH2:27][NH2:28])(=[O:20])=[O:19]. Given the product [Br:1][C:2]1[N:11]=[C:10]([C:12]([NH:28][CH2:27][C:22]2[CH:23]=[CH:24][CH:25]=[CH:26][C:21]=2[S:18]([CH3:17])(=[O:20])=[O:19])=[O:14])[C:9]([OH:16])=[C:8]2[C:3]=1[CH:4]=[CH:5][CH:6]=[N:7]2, predict the reactants needed to synthesize it.